Predict the reactants needed to synthesize the given product. From a dataset of Full USPTO retrosynthesis dataset with 1.9M reactions from patents (1976-2016). (1) Given the product [I:17][C:7]1[CH:8]=[CH:9][C:4]2[CH2:3][CH2:2][S:1](=[O:12])(=[O:11])[C:5]=2[CH:6]=1, predict the reactants needed to synthesize it. The reactants are: [S:1]1(=[O:12])(=[O:11])[C:5]2[CH:6]=[C:7](N)[CH:8]=[CH:9][C:4]=2[CH2:3][CH2:2]1.N([O-])=O.[Na+].[I-:17].[K+]. (2) Given the product [CH3:20][O:19][C:15](=[O:18])[CH2:16][S:17][C:2]1[CH:9]=[CH:8][C:5]([CH:6]=[O:7])=[CH:4][C:3]=1[N+:10]([O-:12])=[O:11], predict the reactants needed to synthesize it. The reactants are: Cl[C:2]1[CH:9]=[CH:8][C:5]([CH:6]=[O:7])=[CH:4][C:3]=1[N+:10]([O-:12])=[O:11].[H-].[Na+].[C:15]([O:19][CH3:20])(=[O:18])[CH2:16][SH:17]. (3) The reactants are: [ClH:1].C(N(CC)CC)C.P(=O)(O)(O)[OH:10].CO[C@@H]1[C@@H](C(OC)=O)[C@@H]2[C@@H](CN3[C@H:26]([CH2:27]2)[C:25]2[NH:34][C:35]4[CH:40]=[C:39]([O:41]C)C=C[C:36]=4[C:24]=2[CH2:23]C3)C[C@H]1OC(C1C=C(OC)C(OC)=C(OC)C=1)=O. Given the product [ClH:1].[NH2:34][C@@H:35]([CH2:36][C@H:24]([CH3:23])[CH2:25][CH2:26][CH3:27])[CH2:40][C:39]([OH:41])=[O:10], predict the reactants needed to synthesize it. (4) Given the product [ClH:24].[F:22][C:19]1[CH:18]=[CH:17][C:16]([NH:15][C:14]([C@H:10]2[CH2:11][CH2:12][CH2:13][NH:8][CH2:9]2)=[O:23])=[CH:21][CH:20]=1, predict the reactants needed to synthesize it. The reactants are: C(OC([N:8]1[CH2:13][CH2:12][CH2:11][C@H:10]([C:14](=[O:23])[NH:15][C:16]2[CH:21]=[CH:20][C:19]([F:22])=[CH:18][CH:17]=2)[CH2:9]1)=O)(C)(C)C.[ClH:24]. (5) Given the product [NH:29]([CH2:28][CH2:27][CH2:26][C@H:18]([NH:17][C:15]([C:11]1[C:10](=[O:51])[N:9]([CH2:8][CH:7]([C:52]2[CH:53]=[CH:54][CH:55]=[CH:56][CH:57]=2)[C:1]2[CH:6]=[CH:5][CH:4]=[CH:3][CH:2]=2)[CH:14]=[CH:13][CH:12]=1)=[O:16])[C:19]([OH:21])=[O:20])[C:30]([NH2:32])=[NH:31].[C:64]([OH:70])([C:66]([F:69])([F:68])[F:67])=[O:65], predict the reactants needed to synthesize it. The reactants are: [C:1]1([CH:7]([C:52]2[CH:57]=[CH:56][CH:55]=[CH:54][CH:53]=2)[CH2:8][N:9]2[CH:14]=[CH:13][CH:12]=[C:11]([C:15]([NH:17][C@@H:18]([CH2:26][CH2:27][CH2:28][NH:29][C:30]([NH:32]S(C3C(C)=C4C(=C(C)C=3C)OC(C)(C)CC4)(=O)=O)=[NH:31])[C:19]([O:21]C(C)(C)C)=[O:20])=[O:16])[C:10]2=[O:51])[CH:6]=[CH:5][CH:4]=[CH:3][CH:2]=1.CC(OC)(C)C.[C:64]([OH:70])([C:66]([F:69])([F:68])[F:67])=[O:65]. (6) Given the product [C:8]([C:7]1[CH:6]=[CH:5][N:4]=[CH:3][C:2]=1[NH:1][C:38](=[O:39])[C:37]([C:29]1[CH:28]=[C:27]([C:26]([F:25])([F:43])[F:44])[CH:32]=[C:31]([C:33]([F:34])([F:35])[F:36])[CH:30]=1)([CH3:42])[CH3:41])(=[O:15])[C:9]1[CH:14]=[CH:13][CH:12]=[CH:11][CH:10]=1, predict the reactants needed to synthesize it. The reactants are: [NH2:1][C:2]1[CH:3]=[N:4][CH:5]=[CH:6][C:7]=1[C:8](=[O:15])[C:9]1[CH:14]=[CH:13][CH:12]=[CH:11][CH:10]=1.C(N(C(C)C)C(C)C)C.[F:25][C:26]([F:44])([F:43])[C:27]1[CH:28]=[C:29]([C:37]([CH3:42])([CH3:41])[C:38](Cl)=[O:39])[CH:30]=[C:31]([C:33]([F:36])([F:35])[F:34])[CH:32]=1.O.